Dataset: Forward reaction prediction with 1.9M reactions from USPTO patents (1976-2016). Task: Predict the product of the given reaction. (1) Given the reactants [C].[NH:2]1C[CH2:5][CH2:4][C:3]1=[O:7].[CH:8]([N:10]1[CH2:14][CH2:13][CH2:12][C:11]1=[O:15])=C, predict the reaction product. The product is: [C:3]([NH2:2])(=[O:7])[CH:4]=[CH2:5].[CH3:8][N:10]([CH3:14])[C:11](=[O:15])[CH:12]=[CH2:13]. (2) Given the reactants [CH2:1]([O:8][C:9]1[C:14](=[O:15])[N:13]=[C:12]([CH2:16][C:17]2[CH:22]=[CH:21][C:20]([Cl:23])=[CH:19][C:18]=2Br)[N:11]2[CH2:25][CH2:26][N:27]([CH:30]([CH3:32])[CH3:31])[C:28](=[O:29])[C:10]=12)[C:2]1[CH:7]=[CH:6][CH:5]=[CH:4][CH:3]=1.[N:33]1[CH:38]=[CH:37][CH:36]=[C:35](B(O)O)[CH:34]=1.C(=O)([O-])[O-].[K+].[K+].C1(P(C2CCCCC2)C2C=CC=CC=2C2C(OC)=CC=CC=2OC)CCCCC1, predict the reaction product. The product is: [CH2:1]([O:8][C:9]1[C:14](=[O:15])[N:13]=[C:12]([CH2:16][C:17]2[CH:22]=[CH:21][C:20]([Cl:23])=[CH:19][C:18]=2[C:35]2[CH:34]=[N:33][CH:38]=[CH:37][CH:36]=2)[N:11]2[CH2:25][CH2:26][N:27]([CH:30]([CH3:32])[CH3:31])[C:28](=[O:29])[C:10]=12)[C:2]1[CH:7]=[CH:6][CH:5]=[CH:4][CH:3]=1. (3) Given the reactants Cl[C:2]1[N:7]=[C:6]([C:8]2[S:12][C:11]([C:13]([CH3:16])([CH3:15])[CH3:14])=[N:10][C:9]=2[C:17]2[CH:18]=[C:19]([NH:23][S:24]([C:27]3[CH:32]=[C:31]([F:33])[CH:30]=[CH:29][C:28]=3[F:34])(=[O:26])=[O:25])[CH:20]=[CH:21][CH:22]=2)[CH:5]=[CH:4][N:3]=1.[CH2:35]([NH2:39])[CH:36]([CH3:38])[CH3:37], predict the reaction product. The product is: [CH3:14][C:13]([C:11]1[S:12][C:8]([C:6]2[CH:5]=[CH:4][N:3]=[C:2]([NH:39][CH2:35][CH:36]([CH3:38])[CH3:37])[N:7]=2)=[C:9]([C:17]2[CH:18]=[C:19]([NH:23][S:24]([C:27]3[CH:32]=[C:31]([F:33])[CH:30]=[CH:29][C:28]=3[F:34])(=[O:26])=[O:25])[CH:20]=[CH:21][CH:22]=2)[N:10]=1)([CH3:16])[CH3:15]. (4) Given the reactants [OH:1][C:2]1[CH:3]=[C:4]([CH:9]=[CH:10][CH:11]=1)[C:5]([O:7][CH3:8])=[O:6].C1(P(C2C=CC=CC=2)C2C=CC=CC=2)C=CC=CC=1.CC(OC(/N=N/C(OC(C)C)=O)=O)C.[C:45]1([C:51]#[C:52][C:53]2[N:57]3[CH:58]=[CH:59][CH:60]=[CH:61][C:56]3=[N:55][C:54]=2[CH2:62]O)[CH:50]=[CH:49][CH:48]=[CH:47][CH:46]=1, predict the reaction product. The product is: [C:45]1([C:51]#[C:52][C:53]2[N:57]3[CH:58]=[CH:59][CH:60]=[CH:61][C:56]3=[N:55][C:54]=2[CH2:62][O:1][C:2]2[CH:3]=[C:4]([CH:9]=[CH:10][CH:11]=2)[C:5]([O:7][CH3:8])=[O:6])[CH:46]=[CH:47][CH:48]=[CH:49][CH:50]=1.